From a dataset of Catalyst prediction with 721,799 reactions and 888 catalyst types from USPTO. Predict which catalyst facilitates the given reaction. (1) Reactant: [NH2:1][C:2]12[CH2:11][CH:6]3[CH2:7][CH:8]([CH2:10][CH:4]([C:5]3=[O:12])[CH2:3]1)[CH2:9]2.[S:13]1[CH:17]=[CH:16][CH:15]=[C:14]1[CH:18]=O.C([BH3-])#N.[Na+]. The catalyst class is: 5. Product: [S:13]1[CH:17]=[CH:16][CH:15]=[C:14]1[CH2:18][NH:1][C:2]12[CH2:11][CH:6]3[CH2:7][CH:8]([CH2:10][CH:4]([C:5]3=[O:12])[CH2:3]1)[CH2:9]2. (2) Reactant: [Br:1][C:2]1[O:6][C:5]([C:7]([OH:9])=O)=[CH:4][CH:3]=1.Cl.Cl.[N:12]12[CH2:20][CH2:19][CH:16]([CH2:17][CH2:18]1)[NH:15][CH2:14][CH2:13]2.O.ON1C2C=CC=CC=2N=N1.F[B-](F)(F)F.N1(OC(N(C)C)=[N+](C)C)C2C=CC=CC=2N=N1.C(N(C(C)C)CC)(C)C.[OH-].[Na+]. Product: [Br:1][C:2]1[O:6][C:5]([C:7]([N:15]2[CH:16]3[CH2:19][CH2:20][N:12]([CH2:18][CH2:17]3)[CH2:13][CH2:14]2)=[O:9])=[CH:4][CH:3]=1. The catalyst class is: 9. (3) Reactant: [CH3:1][O:2][C:3]([C:5]1[CH:6]=[N:7][CH:8]=[C:9]([O:11][C:12]2[CH:17]=[CH:16][C:15]([N+:18]([O-])=O)=[CH:14][CH:13]=2)[CH:10]=1)=[O:4]. Product: [CH3:1][O:2][C:3]([C:5]1[CH:6]=[N:7][CH:8]=[C:9]([O:11][C:12]2[CH:17]=[CH:16][C:15]([NH2:18])=[CH:14][CH:13]=2)[CH:10]=1)=[O:4]. The catalyst class is: 19. (4) Reactant: [CH3:1][N:2]([CH3:15])[C:3]1[N:8]=[CH:7][N:6]=[C:5]([C:9](OCC)=[O:10])[C:4]=1[CH3:14].[BH4-].[Na+]. Product: [CH3:1][N:2]([CH3:15])[C:3]1[N:8]=[CH:7][N:6]=[C:5]([CH2:9][OH:10])[C:4]=1[CH3:14]. The catalyst class is: 5. (5) Reactant: C(Cl)(=O)C(Cl)=O.CS(C)=O.[C:11]([O:15][C:16]([N:18]1[CH2:24][CH2:23][C:22](=[O:25])[N:21]([CH2:26][CH2:27][CH2:28][OH:29])[CH2:20][C@H:19]1[CH3:30])=[O:17])([CH3:14])([CH3:13])[CH3:12].C(N(CC)CC)C.P([O-])(O)(O)=O.[K+]. Product: [C:11]([O:15][C:16]([N:18]1[CH2:24][CH2:23][C:22](=[O:25])[N:21]([CH2:26][CH2:27][CH:28]=[O:29])[CH2:20][C@H:19]1[CH3:30])=[O:17])([CH3:14])([CH3:13])[CH3:12]. The catalyst class is: 4. (6) Reactant: Cl.[CH3:2][NH:3][O:4][CH3:5].CCN(C(C)C)C(C)C.C[Al](C)C.[CH3:19][O:20][C:21]1[C:22]([C:38](OC)=[O:39])=[N:23][N:24]([C:28]2[CH:33]=[CH:32][CH:31]=[C:30]([C:34]([F:37])([F:36])[F:35])[CH:29]=2)[C:25](=[O:27])[CH:26]=1. Product: [CH3:5][O:4][N:3]([CH3:2])[C:38]([C:22]1[C:21]([O:20][CH3:19])=[CH:26][C:25](=[O:27])[N:24]([C:28]2[CH:33]=[CH:32][CH:31]=[C:30]([C:34]([F:36])([F:35])[F:37])[CH:29]=2)[N:23]=1)=[O:39]. The catalyst class is: 2.